From a dataset of Merck oncology drug combination screen with 23,052 pairs across 39 cell lines. Regression. Given two drug SMILES strings and cell line genomic features, predict the synergy score measuring deviation from expected non-interaction effect. (1) Drug 2: Cn1cc(-c2cnn3c(N)c(Br)c(C4CCCNC4)nc23)cn1. Drug 1: N.N.O=C(O)C1(C(=O)O)CCC1.[Pt]. Synergy scores: synergy=35.2. Cell line: CAOV3. (2) Drug 1: CC(C)CC(NC(=O)C(Cc1ccccc1)NC(=O)c1cnccn1)B(O)O. Drug 2: CCc1c2c(nc3ccc(O)cc13)-c1cc3c(c(=O)n1C2)COC(=O)C3(O)CC. Cell line: UWB1289BRCA1. Synergy scores: synergy=3.62. (3) Drug 1: O=S1(=O)NC2(CN1CC(F)(F)F)C1CCC2Cc2cc(C=CCN3CCC(C(F)(F)F)CC3)ccc2C1. Drug 2: NC1(c2ccc(-c3nc4ccn5c(=O)[nH]nc5c4cc3-c3ccccc3)cc2)CCC1. Cell line: PA1. Synergy scores: synergy=32.7. (4) Drug 1: O=S1(=O)NC2(CN1CC(F)(F)F)C1CCC2Cc2cc(C=CCN3CCC(C(F)(F)F)CC3)ccc2C1. Drug 2: CNC(=O)c1cc(Oc2ccc(NC(=O)Nc3ccc(Cl)c(C(F)(F)F)c3)cc2)ccn1. Cell line: NCIH460. Synergy scores: synergy=8.35. (5) Drug 1: N#Cc1ccc(Cn2cncc2CN2CCN(c3cccc(Cl)c3)C(=O)C2)cc1. Drug 2: CS(=O)(=O)CCNCc1ccc(-c2ccc3ncnc(Nc4ccc(OCc5cccc(F)c5)c(Cl)c4)c3c2)o1. Cell line: NCIH1650. Synergy scores: synergy=9.69. (6) Drug 1: Nc1ccn(C2OC(CO)C(O)C2(F)F)c(=O)n1. Drug 2: C=CCn1c(=O)c2cnc(Nc3ccc(N4CCN(C)CC4)cc3)nc2n1-c1cccc(C(C)(C)O)n1. Cell line: A2058. Synergy scores: synergy=9.38. (7) Drug 1: CCC1=CC2CN(C1)Cc1c([nH]c3ccccc13)C(C(=O)OC)(c1cc3c(cc1OC)N(C)C1C(O)(C(=O)OC)C(OC(C)=O)C4(CC)C=CCN5CCC31C54)C2. Drug 2: O=C(O)C1(Cc2cccc(Nc3nccs3)n2)CCC(Oc2cccc(Cl)c2F)CC1. Cell line: ES2. Synergy scores: synergy=-8.95.